From a dataset of Peptide-MHC class I binding affinity with 185,985 pairs from IEDB/IMGT. Regression. Given a peptide amino acid sequence and an MHC pseudo amino acid sequence, predict their binding affinity value. This is MHC class I binding data. The peptide sequence is RRATAILRK. The MHC is HLA-B58:01 with pseudo-sequence HLA-B58:01. The binding affinity (normalized) is 0.0847.